The task is: Predict the reactants needed to synthesize the given product.. This data is from Full USPTO retrosynthesis dataset with 1.9M reactions from patents (1976-2016). (1) Given the product [Cl:1][C:2]1[C:3]([N:12]2[CH2:17][CH2:16][N:15]([CH2:18][C:19]3[CH:24]=[CH:23][N:22]=[CH:21][CH:20]=3)[CH2:14][CH2:13]2)=[C:4]2[N:9]=[C:31]([C:30]3[CH:33]=[CH:34][C:27]([O:26][CH3:25])=[CH:28][CH:29]=3)[NH:8][C:5]2=[N:6][CH:7]=1, predict the reactants needed to synthesize it. The reactants are: [Cl:1][C:2]1[C:3]([N:12]2[CH2:17][CH2:16][N:15]([CH2:18][C:19]3[CH:24]=[CH:23][N:22]=[CH:21][CH:20]=3)[CH2:14][CH2:13]2)=[C:4]([N+:9]([O-])=O)[C:5]([NH2:8])=[N:6][CH:7]=1.[CH3:25][O:26][C:27]1[CH:34]=[CH:33][C:30]([CH:31]=O)=[CH:29][CH:28]=1.[O-]S(S([O-])=O)=O.[Na+].[Na+]. (2) Given the product [F:27][C:28]([F:35])([F:34])[C:29](=[CH2:33])[C:30]([O:13][C:11]([C:1]12[CH2:8][CH:7]3[CH2:6][CH:5]([CH2:4][CH:3]([CH2:9]3)[CH2:2]1)[CH2:10]2)([CH3:14])[CH3:12])=[O:31], predict the reactants needed to synthesize it. The reactants are: [C:1]12([C:11]([CH3:14])([OH:13])[CH3:12])[CH2:10][CH:5]3[CH2:6][CH:7]([CH2:9][CH:3]([CH2:4]3)[CH2:2]1)[CH2:8]2.C(N(CC)CC)C.O1CCCC1.[F:27][C:28]([F:35])([F:34])[C:29](=[CH2:33])[C:30](Cl)=[O:31]. (3) Given the product [Cl:33][C:34]1[CH:43]=[CH:42][C:37]([C:38]2[O:39][C:16]([NH:18][C:19]3[CH:24]=[CH:23][C:22]([N:25]4[CH:29]=[C:28]([CH3:30])[N:27]=[CH:26]4)=[C:21]([O:31][CH3:32])[CH:20]=3)=[N:15][N:40]=2)=[CH:36][CH:35]=1, predict the reactants needed to synthesize it. The reactants are: COC1C=C([NH:15][C:16]([NH:18][C:19]2[CH:24]=[CH:23][C:22]([N:25]3[CH:29]=[C:28]([CH3:30])[N:27]=[CH:26]3)=[C:21]([O:31][CH3:32])[CH:20]=2)=S)C=CC=1N1C=C(C)N=C1.[Cl:33][C:34]1[CH:43]=[CH:42][C:37]([C:38]([NH:40]N)=[O:39])=[CH:36][CH:35]=1. (4) Given the product [CH3:31][O:30][C:28]([C:32]1[CH:33]=[C:34]([CH2:35][NH:36][C:2]2[CH:7]=[CH:6][C:5]([C:8]3[O:9][C:10]4[CH:16]=[CH:15][CH:14]=[CH:13][C:11]=4[N:12]=3)=[CH:4][C:3]=2[N+:17]([O-:19])=[O:18])[CH:37]=[CH:38][CH:39]=1)=[O:29], predict the reactants needed to synthesize it. The reactants are: F[C:2]1[CH:7]=[CH:6][C:5]([C:8]2[O:9][C:10]3[CH:16]=[CH:15][CH:14]=[CH:13][C:11]=3[N:12]=2)=[CH:4][C:3]=1[N+:17]([O-:19])=[O:18].C(N(CC)CC)C.Cl.[C:28]([C:32]1[CH:33]=[C:34]([CH:37]=[CH:38][CH:39]=1)[CH2:35][NH2:36])([O:30][CH3:31])=[O:29].O. (5) The reactants are: Cl[C:2]1[C:3](=[O:15])[N:4](C2CCCCO2)[N:5]=[CH:6][C:7]=1Cl.[F:16][C:17]1[C:22]([CH3:23])=[CH:21][CH:20]=[C:19]([F:24])[C:18]=1[OH:25].C[O:27][C:28](=[O:37])[CH:29](Br)[CH2:30][CH:31]1[CH2:35][CH2:34][CH2:33][CH2:32]1. Given the product [CH:31]1([CH2:30][CH:29]([N:4]2[C:3](=[O:15])[CH:2]=[C:7]([O:25][C:18]3[C:19]([F:24])=[CH:20][CH:21]=[C:22]([CH3:23])[C:17]=3[F:16])[CH:6]=[N:5]2)[C:28]([OH:27])=[O:37])[CH2:35][CH2:34][CH2:33][CH2:32]1, predict the reactants needed to synthesize it. (6) Given the product [C:1]([C@H:5]1[CH2:10][CH2:9][C@H:8]([O:11][C:12]2[CH:13]=[C:14]3[C:19](=[CH:20][CH:21]=2)[CH:18]=[C:17]([CH2:22][NH:24][CH2:25][C:26]([F:31])([F:30])[C:27]([OH:29])=[O:28])[CH:16]=[CH:15]3)[CH2:7][CH2:6]1)([CH3:4])([CH3:3])[CH3:2], predict the reactants needed to synthesize it. The reactants are: [C:1]([CH:5]1[CH2:10][CH2:9][CH:8]([O:11][C:12]2[CH:13]=[C:14]3[C:19](=[CH:20][CH:21]=2)[CH:18]=[C:17]([CH:22]=O)[CH:16]=[CH:15]3)[CH2:7][CH2:6]1)([CH3:4])([CH3:3])[CH3:2].[NH2:24][CH2:25][C:26]([F:31])([F:30])[C:27]([OH:29])=[O:28].C(O)C.C([BH3-])#N.[Na+].C(O)(=O)CC(CC(O)=O)(C(O)=O)O. (7) Given the product [CH3:16][S:15][CH2:14][CH2:13][O:10][C:7]1[CH:8]=[CH:9][C:4]([N+:1]([O-:3])=[O:2])=[CH:5][C:6]=1[OH:11], predict the reactants needed to synthesize it. The reactants are: [N+:1]([C:4]1[CH:5]=[C:6]([OH:11])[C:7]([OH:10])=[CH:8][CH:9]=1)([O-:3])=[O:2].Cl[CH2:13][CH2:14][S:15][CH3:16].C([O-])([O-])=O.[K+].[K+]. (8) Given the product [CH3:14][C:3]1[C:2]([B:18]2[O:19][C:20]([CH3:22])([CH3:21])[C:16]([CH3:32])([CH3:15])[O:17]2)=[CH:6][N:5]([C:7]([O:9][C:10]([CH3:13])([CH3:12])[CH3:11])=[O:8])[N:4]=1, predict the reactants needed to synthesize it. The reactants are: Br[C:2]1[C:3]([CH3:14])=[N:4][N:5]([C:7]([O:9][C:10]([CH3:13])([CH3:12])[CH3:11])=[O:8])[CH:6]=1.[CH3:15][C:16]1([CH3:32])[C:20]([CH3:22])([CH3:21])[O:19][B:18]([B:18]2[O:19][C:20]([CH3:22])([CH3:21])[C:16]([CH3:32])([CH3:15])[O:17]2)[O:17]1.C([O-])(=O)C.[K+]. (9) The reactants are: [Cl:1][C:2]1[CH:3]=[CH:4][C:5]([N+:28]([O-])=O)=[C:6]([CH:27]=1)/[CH:7]=[C:8]1/[C:9](=[O:26])[N:10]([S:16]([C:19]2[CH:24]=[CH:23][C:22]([Cl:25])=[CH:21][CH:20]=2)(=[O:18])=[O:17])[CH2:11][C:12](=[O:15])[NH:13][CH2:14]/1.C(O)(=O)C. Given the product [NH2:28][C:5]1[CH:4]=[CH:3][C:2]([Cl:1])=[CH:27][C:6]=1/[CH:7]=[C:8]1/[C:9](=[O:26])[N:10]([S:16]([C:19]2[CH:20]=[CH:21][C:22]([Cl:25])=[CH:23][CH:24]=2)(=[O:17])=[O:18])[CH2:11][C:12](=[O:15])[NH:13][CH2:14]/1, predict the reactants needed to synthesize it.